Dataset: Reaction yield outcomes from USPTO patents with 853,638 reactions. Task: Predict the reaction yield, written as a fraction of the theoretical maximum amount of product (1.0 means a 100% yield; for example, 0.34 means a 34% yield). The reactants are [CH3:1][C:2]1[CH:6]=[C:5]([C:7]2[CH:12]=[CH:11][CH:10]=[CH:9][CH:8]=2)[N:4]([C:13]2[CH:20]=[CH:19][C:16]([CH2:17][NH2:18])=[CH:15][CH:14]=2)[N:3]=1.[F:21][C:22]([F:48])([F:47])[C:23]1[CH:28]=[CH:27][C:26]([C:29]2[C:30]([C:35]([NH:37][C:38]3[CH:39]=[C:40]([C:44](O)=[O:45])[N:41]([CH3:43])[CH:42]=3)=[O:36])=[CH:31][CH:32]=[CH:33][CH:34]=2)=[CH:25][CH:24]=1.CN(C(ON1N=NC2C=CC=CC1=2)=[N+](C)C)C.[B-](F)(F)(F)F.C(N(C(C)C)C(C)C)C. The yield is 1.00. The catalyst is CN(C)C=O.ClCCl.C(O)C. The product is [CH3:1][C:2]1[CH:6]=[C:5]([C:7]2[CH:8]=[CH:9][CH:10]=[CH:11][CH:12]=2)[N:4]([C:13]2[CH:14]=[CH:15][C:16]([CH2:17][NH:18][C:44]([C:40]3[N:41]([CH3:43])[CH:42]=[C:38]([NH:37][C:35]([C:30]4[C:29]([C:26]5[CH:25]=[CH:24][C:23]([C:22]([F:48])([F:21])[F:47])=[CH:28][CH:27]=5)=[CH:34][CH:33]=[CH:32][CH:31]=4)=[O:36])[CH:39]=3)=[O:45])=[CH:19][CH:20]=2)[N:3]=1.